From a dataset of Retrosynthesis with 50K atom-mapped reactions and 10 reaction types from USPTO. Predict the reactants needed to synthesize the given product. The reactants are: CNC.COC(=O)c1ccnc(C(=O)O)c1. Given the product COC(=O)c1ccnc(C(=O)N(C)C)c1, predict the reactants needed to synthesize it.